This data is from NCI-60 drug combinations with 297,098 pairs across 59 cell lines. The task is: Regression. Given two drug SMILES strings and cell line genomic features, predict the synergy score measuring deviation from expected non-interaction effect. (1) Drug 1: CN1C2=C(C=C(C=C2)N(CCCl)CCCl)N=C1CCCC(=O)O.Cl. Drug 2: COC1=C2C(=CC3=C1OC=C3)C=CC(=O)O2. Cell line: HOP-92. Synergy scores: CSS=4.32, Synergy_ZIP=-0.719, Synergy_Bliss=0.108, Synergy_Loewe=-1.83, Synergy_HSA=-0.755. (2) Drug 1: N.N.Cl[Pt+2]Cl. Drug 2: CC1C(C(CC(O1)OC2CC(CC3=C2C(=C4C(=C3O)C(=O)C5=CC=CC=C5C4=O)O)(C(=O)C)O)N)O. Cell line: HCT116. Synergy scores: CSS=39.3, Synergy_ZIP=2.69, Synergy_Bliss=2.79, Synergy_Loewe=-39.1, Synergy_HSA=3.03. (3) Drug 1: CCC1(CC2CC(C3=C(CCN(C2)C1)C4=CC=CC=C4N3)(C5=C(C=C6C(=C5)C78CCN9C7C(C=CC9)(C(C(C8N6C=O)(C(=O)OC)O)OC(=O)C)CC)OC)C(=O)OC)O.OS(=O)(=O)O. Drug 2: C1CN(CCN1C(=O)CCBr)C(=O)CCBr. Cell line: NCI/ADR-RES. Synergy scores: CSS=8.46, Synergy_ZIP=-6.73, Synergy_Bliss=-1.88, Synergy_Loewe=-0.885, Synergy_HSA=-1.27. (4) Drug 2: CC12CCC3C(C1CCC2OP(=O)(O)O)CCC4=C3C=CC(=C4)OC(=O)N(CCCl)CCCl.[Na+]. Cell line: HS 578T. Synergy scores: CSS=4.79, Synergy_ZIP=2.40, Synergy_Bliss=7.67, Synergy_Loewe=0.597, Synergy_HSA=3.81. Drug 1: CC1=C(C(=CC=C1)Cl)NC(=O)C2=CN=C(S2)NC3=CC(=NC(=N3)C)N4CCN(CC4)CCO. (5) Drug 2: CC1=C2C(C(=O)C3(C(CC4C(C3C(C(C2(C)C)(CC1OC(=O)C(C(C5=CC=CC=C5)NC(=O)C6=CC=CC=C6)O)O)OC(=O)C7=CC=CC=C7)(CO4)OC(=O)C)O)C)OC(=O)C. Synergy scores: CSS=29.9, Synergy_ZIP=-1.01, Synergy_Bliss=4.21, Synergy_Loewe=3.90, Synergy_HSA=3.82. Drug 1: CC1C(C(CC(O1)OC2CC(CC3=C2C(=C4C(=C3O)C(=O)C5=C(C4=O)C(=CC=C5)OC)O)(C(=O)C)O)N)O.Cl. Cell line: HCT-15. (6) Drug 1: C1=CC=C(C=C1)NC(=O)CCCCCCC(=O)NO. Drug 2: CN1C(=O)N2C=NC(=C2N=N1)C(=O)N. Cell line: NCI-H460. Synergy scores: CSS=68.2, Synergy_ZIP=0.893, Synergy_Bliss=0.835, Synergy_Loewe=-1.45, Synergy_HSA=3.61. (7) Drug 1: C1CCC(C1)C(CC#N)N2C=C(C=N2)C3=C4C=CNC4=NC=N3. Drug 2: CN1C2=C(C=C(C=C2)N(CCCl)CCCl)N=C1CCCC(=O)O.Cl. Cell line: HOP-92. Synergy scores: CSS=7.25, Synergy_ZIP=-4.66, Synergy_Bliss=-1.41, Synergy_Loewe=-1.92, Synergy_HSA=-0.978. (8) Drug 1: C1C(C(OC1N2C=NC3=C(N=C(N=C32)Cl)N)CO)O. Drug 2: CC1=C(C=C(C=C1)C(=O)NC2=CC(=CC(=C2)C(F)(F)F)N3C=C(N=C3)C)NC4=NC=CC(=N4)C5=CN=CC=C5. Cell line: LOX IMVI. Synergy scores: CSS=12.5, Synergy_ZIP=-3.55, Synergy_Bliss=-1.19, Synergy_Loewe=-13.8, Synergy_HSA=-5.67. (9) Cell line: COLO 205. Synergy scores: CSS=18.0, Synergy_ZIP=-0.923, Synergy_Bliss=1.06, Synergy_Loewe=-16.7, Synergy_HSA=0.387. Drug 2: C1C(C(OC1N2C=NC(=NC2=O)N)CO)O. Drug 1: C1CC(=O)NC(=O)C1N2C(=O)C3=CC=CC=C3C2=O.